From a dataset of Full USPTO retrosynthesis dataset with 1.9M reactions from patents (1976-2016). Predict the reactants needed to synthesize the given product. (1) Given the product [CH3:1][C:2]1[C:6]([C:7]2[CH:19]=[C:18]([C:20]([OH:22])=[O:21])[C:17]3[C:16]4[C:11](=[CH:12][CH:13]=[C:14]([C:27]([N:29]5[CH2:30][CH:31]([F:33])[CH2:32]5)=[O:28])[CH:15]=4)[N:10]([CH2:34][C:35]4[CH:36]=[CH:37][C:38]([F:41])=[CH:39][CH:40]=4)[C:9]=3[CH:8]=2)=[C:5]([CH3:42])[O:4][N:3]=1, predict the reactants needed to synthesize it. The reactants are: [CH3:1][C:2]1[C:6]([C:7]2[CH:19]=[C:18]([C:20]([O:22]C(C)(C)C)=[O:21])[C:17]3[C:16]4[C:11](=[CH:12][CH:13]=[C:14]([C:27]([N:29]5[CH2:32][CH:31]([F:33])[CH2:30]5)=[O:28])[CH:15]=4)[N:10]([CH2:34][C:35]4[CH:40]=[CH:39][C:38]([F:41])=[CH:37][CH:36]=4)[C:9]=3[CH:8]=2)=[C:5]([CH3:42])[O:4][N:3]=1.C(O)(C(F)(F)F)=O. (2) Given the product [N:1]1([C:31]([O:30][CH2:23][C:24]2[CH:29]=[CH:28][CH:27]=[CH:26][CH:25]=2)=[O:32])[C:10]2[C:5](=[CH:6][CH:7]=[CH:8][CH:9]=2)[CH2:4][C:3]2([CH2:15][CH2:14][N:13]([C:16]([O:18][C:19]([CH3:22])([CH3:21])[CH3:20])=[O:17])[CH2:12][CH2:11]2)[CH2:2]1, predict the reactants needed to synthesize it. The reactants are: [NH:1]1[C:10]2[C:5](=[CH:6][CH:7]=[CH:8][CH:9]=2)[CH2:4][C:3]2([CH2:15][CH2:14][N:13]([C:16]([O:18][C:19]([CH3:22])([CH3:21])[CH3:20])=[O:17])[CH2:12][CH2:11]2)[CH2:2]1.[CH2:23]([O:30][C:31](Cl)=[O:32])[C:24]1[CH:29]=[CH:28][CH:27]=[CH:26][CH:25]=1.C(=O)([O-])[O-].[K+].[K+].[Cl-].[NH4+]. (3) Given the product [CH2:1]([O:3][C:4]([C:6]1[S:10][C:9]([C:11]2[CH:15]=[CH:14][N:13]([CH2:18][CH2:19][C:20]3[CH:25]=[CH:24][C:23]([F:26])=[CH:22][CH:21]=3)[N:12]=2)=[N:8][C:7]=1[CH3:16])=[O:5])[CH3:2], predict the reactants needed to synthesize it. The reactants are: [CH2:1]([O:3][C:4]([C:6]1[S:10][C:9]([C:11]2[NH:12][N:13]=[CH:14][CH:15]=2)=[N:8][C:7]=1[CH3:16])=[O:5])[CH3:2].Br[CH2:18][CH2:19][C:20]1[CH:25]=[CH:24][C:23]([F:26])=[CH:22][CH:21]=1.C(=O)([O-])[O-].[K+].[K+].